This data is from hERG Central: cardiac toxicity at 1µM, 10µM, and general inhibition. The task is: Predict hERG channel inhibition at various concentrations. (1) The molecule is COc1ccccc1C(CNC(=O)c1ccc(-c2ccccc2Cl)o1)N1CCCC1. Results: hERG_inhib (hERG inhibition (general)): blocker. (2) Results: hERG_inhib (hERG inhibition (general)): blocker. The drug is O=C(CSc1nncn1-c1cccnc1)Nc1cccc(C(F)(F)F)c1. (3) The compound is Br.CCN(CC)CCn1c(=N)n(CCOc2ccccc2)c2ccccc21. Results: hERG_inhib (hERG inhibition (general)): blocker. (4) The molecule is Cc1nc2ccccc2n1/N=C/c1ccc([N+](=O)[O-])o1. Results: hERG_inhib (hERG inhibition (general)): blocker.